This data is from Full USPTO retrosynthesis dataset with 1.9M reactions from patents (1976-2016). The task is: Predict the reactants needed to synthesize the given product. Given the product [CH2:1]([O:3][C:4]([C:6]1([NH:15][C:16](=[O:25])[C:17]2[CH:22]=[CH:21][CH:20]=[C:19]([CH3:23])[C:18]=2[C:26]2[CH2:31][CH2:30][CH2:29][CH2:28][CH:27]=2)[CH2:14][C:13]2[C:8](=[CH:9][CH:10]=[CH:11][CH:12]=2)[CH2:7]1)=[O:5])[CH3:2], predict the reactants needed to synthesize it. The reactants are: [CH2:1]([O:3][C:4]([C:6]1([NH:15][C:16](=[O:25])[C:17]2[CH:22]=[CH:21][CH:20]=[C:19]([CH3:23])[C:18]=2I)[CH2:14][C:13]2[C:8](=[CH:9][CH:10]=[CH:11][CH:12]=2)[CH2:7]1)=[O:5])[CH3:2].[C:26]1(B2OC(C)(C)C(C)(C)O2)[CH2:31][CH2:30][CH2:29][CH2:28][CH:27]=1.C([O-])([O-])=O.[K+].[K+].